Task: Predict which catalyst facilitates the given reaction.. Dataset: Catalyst prediction with 721,799 reactions and 888 catalyst types from USPTO (1) Reactant: [NH2:1][C:2]1[CH:7]=[CH:6][CH:5]=[CH:4][C:3]=1[NH:8][C:9]1[C:14]([C:15](=[O:17])[CH3:16])=[CH:13][N:12]=[C:11]([NH:18][C:19]2[CH:24]=[CH:23][C:22]([N:25]3[CH2:30][CH2:29][O:28][CH2:27][CH2:26]3)=[CH:21][C:20]=2[O:31][CH3:32])[N:10]=1.CCN(C(C)C)[CH:36]([CH3:38])[CH3:37].[Cl-].C[OH:44]. Product: [C:15]([C:14]1[C:9]([NH:8][C:3]2[CH:4]=[CH:5][CH:6]=[CH:7][C:2]=2[NH:1][C:37](=[O:44])[CH:36]=[CH2:38])=[N:10][C:11]([NH:18][C:19]2[CH:24]=[CH:23][C:22]([N:25]3[CH2:30][CH2:29][O:28][CH2:27][CH2:26]3)=[CH:21][C:20]=2[O:31][CH3:32])=[N:12][CH:13]=1)(=[O:17])[CH3:16]. The catalyst class is: 2. (2) Reactant: [CH2:1]([C:6]1[CH:11]=[CH:10][C:9]([S:12]([NH:15][C:16]2([CH2:20][C:21]([O:23][CH2:24][CH3:25])=[O:22])[CH2:19][NH:18][CH2:17]2)(=[O:14])=[O:13])=[CH:8][CH:7]=1)[CH2:2][CH2:3][CH2:4][CH3:5].[CH2:26]=O. Product: [CH3:26][N:18]1[CH2:19][C:16]([CH2:20][C:21]([O:23][CH2:24][CH3:25])=[O:22])([NH:15][S:12]([C:9]2[CH:8]=[CH:7][C:6]([CH2:1][CH2:2][CH2:3][CH2:4][CH3:5])=[CH:11][CH:10]=2)(=[O:14])=[O:13])[CH2:17]1. The catalyst class is: 106. (3) Reactant: [C:1]([O:5][C:6]([NH:8][CH2:9][CH2:10][C:11]1[C:19]2[C:14](=[CH:15][C:16]([Cl:23])=[C:17]3[O:22][CH2:21][CH2:20][C:18]3=2)[NH:13][C:12]=1[C:24]([OH:26])=O)=[O:7])([CH3:4])([CH3:3])[CH3:2].C(O[C:32]([NH:34]CCC1C2C(Cl)=C3OCCC3=CC=2NC=1C(O)=O)=O)(C)(C)C.C(N(C(C)C)CC)(C)C.Cl.CN.F[P-](F)(F)(F)(F)F.N1(OC(N(C)C)=[N+](C)C)C2N=CC=CC=2N=N1. Product: [Cl:23][C:16]1[CH:15]=[C:14]2[C:19]([C:11]([CH2:10][CH2:9][NH:8][C:6](=[O:7])[O:5][C:1]([CH3:3])([CH3:4])[CH3:2])=[C:12]([C:24](=[O:26])[NH:34][CH3:32])[NH:13]2)=[C:18]2[CH2:20][CH2:21][O:22][C:17]=12. The catalyst class is: 145.